From a dataset of Catalyst prediction with 721,799 reactions and 888 catalyst types from USPTO. Predict which catalyst facilitates the given reaction. (1) Reactant: [F:1][CH:2]([F:20])[C:3]1[C:11]2[C:10]([F:13])([F:12])[CH2:9][CH2:8][C:7]([F:15])([F:14])[C:6]=2[N:5]([CH2:16][C:17](O)=[O:18])[N:4]=1.Cl.[Br:22][C:23]1[C:24]([C@@H:31]([NH2:41])[CH2:32][C:33]2[CH:38]=[C:37]([F:39])[CH:36]=[C:35]([F:40])[CH:34]=2)=[N:25][C:26]([S:29][CH3:30])=[N:27][CH:28]=1.CN(C(ON1N=NC2C=CC=NC1=2)=[N+](C)C)C.F[P-](F)(F)(F)(F)F.C(N(CC)C(C)C)(C)C. Product: [Br:22][C:23]1[C:24]([C@@H:31]([NH:41][C:17](=[O:18])[CH2:16][N:5]2[C:6]3[C:7]([F:14])([F:15])[CH2:8][CH2:9][C:10]([F:13])([F:12])[C:11]=3[C:3]([CH:2]([F:20])[F:1])=[N:4]2)[CH2:32][C:33]2[CH:38]=[C:37]([F:39])[CH:36]=[C:35]([F:40])[CH:34]=2)=[N:25][C:26]([S:29][CH3:30])=[N:27][CH:28]=1. The catalyst class is: 3. (2) Reactant: [Br:1][C:2]1[CH:7]=[C:6]([S:8](=[O:22])(=[O:21])[N:9]=[C:10]([N:14]2[CH2:18][C:17]([CH3:20])([CH3:19])[CH:16]=[N:15]2)[NH:11][CH2:12][CH3:13])[CH:5]=[CH:4][C:3]=1[NH:23]C(=O)C(F)(F)F.C(=O)([O-])[O-].[K+].[K+].O. Product: [NH2:23][C:3]1[CH:4]=[CH:5][C:6]([S:8]([N:9]=[C:10]([N:14]2[CH2:18][C:17]([CH3:20])([CH3:19])[CH:16]=[N:15]2)[NH:11][CH2:12][CH3:13])(=[O:22])=[O:21])=[CH:7][C:2]=1[Br:1]. The catalyst class is: 5.